This data is from Full USPTO retrosynthesis dataset with 1.9M reactions from patents (1976-2016). The task is: Predict the reactants needed to synthesize the given product. Given the product [C:1]([C:7]1[C:11]2[CH:12]=[CH:13][CH:14]=[CH:15][C:10]=2[O:9][C:8]=1[C:16]1[CH:17]=[C:18]2[C:23](=[CH:24][CH:25]=1)[CH:22]=[C:21]([O:26][CH2:27][C:28]([OH:30])=[O:29])[CH:20]=[CH:19]2)(=[O:6])[CH2:2][CH2:3][CH2:4][CH3:5], predict the reactants needed to synthesize it. The reactants are: [C:1]([C:7]1[C:11]2[CH:12]=[CH:13][CH:14]=[CH:15][C:10]=2[O:9][C:8]=1[C:16]1[CH:17]=[C:18]2[C:23](=[CH:24][CH:25]=1)[CH:22]=[C:21]([O:26][CH2:27][C:28]([O:30]CC)=[O:29])[CH:20]=[CH:19]2)(=[O:6])[CH2:2][CH2:3][CH2:4][CH3:5].[OH-].[Na+].